From a dataset of Reaction yield outcomes from USPTO patents with 853,638 reactions. Predict the reaction yield, written as a fraction of the theoretical maximum amount of product (1.0 means a 100% yield; for example, 0.34 means a 34% yield). (1) The reactants are [OH:1][C:2]1([CH2:13][NH:14][C:15]2[C:24]3[C:19](=[CH:20][CH:21]=[CH:22][CH:23]=3)[N:18]=[CH:17][C:16]=2[N+:25]([O-])=O)[CH2:7][CH2:6][N:5]([C:8]([O:10][CH2:11][CH3:12])=[O:9])[CH2:4][CH2:3]1.C(N(CC)CC)C.[CH2:35]([O:37][CH2:38][C:39](Cl)=O)[CH3:36]. The catalyst is [Pt].C(O)C. The product is [CH2:35]([O:37][CH2:38][C:39]1[N:14]([CH2:13][C:2]2([OH:1])[CH2:7][CH2:6][N:5]([C:8]([O:10][CH2:11][CH3:12])=[O:9])[CH2:4][CH2:3]2)[C:15]2[C:24]3[CH:23]=[CH:22][CH:21]=[CH:20][C:19]=3[N:18]=[CH:17][C:16]=2[N:25]=1)[CH3:36]. The yield is 0.610. (2) The reactants are [Cl:1][C:2]1[CH:7]=[CH:6][C:5]([O:8][C:9]2[CH:14]=[CH:13][C:12]([CH2:15][CH2:16][C:17]3[NH:18][CH:19]=[C:20]([CH2:24][C:25]4[CH:26]=[N:27][CH:28]=[N:29][CH:30]=4)[C:21](=[O:23])[N:22]=3)=[CH:11][CH:10]=2)=[CH:4][C:3]=1[C:31]([F:34])([F:33])[F:32].[CH3:35]CN(C(C)C)C(C)C.CI. The catalyst is ClC(Cl)C. The product is [Cl:1][C:2]1[CH:7]=[CH:6][C:5]([O:8][C:9]2[CH:14]=[CH:13][C:12]([CH2:15][CH2:16][C:17]3[N:18]([CH3:35])[CH:19]=[C:20]([CH2:24][C:25]4[CH:30]=[N:29][CH:28]=[N:27][CH:26]=4)[C:21](=[O:23])[N:22]=3)=[CH:11][CH:10]=2)=[CH:4][C:3]=1[C:31]([F:34])([F:32])[F:33]. The yield is 0.0780.